Dataset: Reaction yield outcomes from USPTO patents with 853,638 reactions. Task: Predict the reaction yield, written as a fraction of the theoretical maximum amount of product (1.0 means a 100% yield; for example, 0.34 means a 34% yield). (1) The reactants are [Cl:1][C:2]1[CH:7]=[CH:6][C:5]([N+:8]([O-:10])=[O:9])=[CH:4][C:3]=1[N:11]1[C:15](=[O:16])[NH:14][N:13]=[N:12]1.[CH3:17]N(C=O)C.C([O-])([O-])=O.[K+].[K+].IC. The catalyst is C(OCC)(=O)C. The product is [Cl:1][C:2]1[CH:7]=[CH:6][C:5]([N+:8]([O-:10])=[O:9])=[CH:4][C:3]=1[N:11]1[C:15](=[O:16])[N:14]([CH3:17])[N:13]=[N:12]1. The yield is 0.896. (2) The reactants are [OH:1][CH2:2][CH2:3][C:4]#[C:5][C:6]1[CH:23]=[CH:22][C:9]([CH2:10][N:11]2[C:19](=[O:20])[C:18]3[C:13](=[CH:14][CH:15]=[CH:16][CH:17]=3)[C:12]2=[O:21])=[CH:8][CH:7]=1.[H][H]. The catalyst is C(O)C.C(OCC)(=O)C.[Pd]. The product is [OH:1][CH2:2][CH2:3][CH2:4][CH2:5][C:6]1[CH:7]=[CH:8][C:9]([CH2:10][N:11]2[C:19](=[O:20])[C:18]3[C:13](=[CH:14][CH:15]=[CH:16][CH:17]=3)[C:12]2=[O:21])=[CH:22][CH:23]=1. The yield is 0.930. (3) The yield is 0.370. The catalyst is O1CCOCC1.O.C1C=CC([P]([Pd]([P](C2C=CC=CC=2)(C2C=CC=CC=2)C2C=CC=CC=2)([P](C2C=CC=CC=2)(C2C=CC=CC=2)C2C=CC=CC=2)[P](C2C=CC=CC=2)(C2C=CC=CC=2)C2C=CC=CC=2)(C2C=CC=CC=2)C2C=CC=CC=2)=CC=1. The reactants are [NH2:1][C:2]([C:4]1[CH:5]=[N:6][C:7]2[C:12]([C:13]=1[NH:14][C:15]1[CH:16]=[C:17]([CH:23]=[CH:24][CH:25]=1)[C:18]([O:20]CC)=[O:19])=[CH:11][CH:10]=[C:9](Br)[CH:8]=2)=[O:3].[NH2:27][C:28]1[N:33]=[CH:32][C:31](B(O)O)=[CH:30][N:29]=1.C(=O)([O-])[O-].[K+].[K+].[OH-].[Na+]. The product is [NH2:1][C:2]([C:4]1[CH:5]=[N:6][C:7]2[C:12]([C:13]=1[NH:14][C:15]1[CH:16]=[C:17]([CH:23]=[CH:24][CH:25]=1)[C:18]([OH:20])=[O:19])=[CH:11][CH:10]=[C:9]([C:31]1[CH:30]=[N:29][C:28]([NH2:27])=[N:33][CH:32]=1)[CH:8]=2)=[O:3]. (4) The reactants are [CH3:1][N:2]1[CH:6]=[C:5]([C:7]2[CH:8]=[C:9]3[C:14](=[CH:15][CH:16]=2)[N:13]([C:17]2[C:21]4[CH2:22][N:23]([C:26](=[O:28])[CH3:27])[CH2:24][CH2:25][C:20]=4[NH:19][N:18]=2)[CH2:12][CH2:11][CH2:10]3)[CH:4]=[N:3]1.[CH2:29]([N:36]1[C:41](=[O:42])[CH:40]=[CH:39][CH2:38][CH2:37]1)[C:30]1[CH:35]=[CH:34][CH:33]=[CH:32][CH:31]=1.N12CCCN=C1CCCCC2. The yield is 0.450. The catalyst is CC#N. The product is [C:26]([N:23]1[CH2:24][CH2:25][C:20]2[N:19]([CH:39]3[CH2:38][CH2:37][N:36]([CH2:29][C:30]4[CH:31]=[CH:32][CH:33]=[CH:34][CH:35]=4)[C:41](=[O:42])[CH2:40]3)[N:18]=[C:17]([N:13]3[C:14]4[C:9](=[CH:8][C:7]([C:5]5[CH:4]=[N:3][N:2]([CH3:1])[CH:6]=5)=[CH:16][CH:15]=4)[CH2:10][CH2:11][CH2:12]3)[C:21]=2[CH2:22]1)(=[O:28])[CH3:27]. (5) The reactants are [S:1]1[CH:5]=[CH:4][C:3]2[C:6]([N:10]3[CH2:15][CH2:14][N:13]([CH2:16][CH2:17][CH2:18][CH2:19][O:20][C:21]4[CH:30]=[C:29]5[C:24]([CH2:25][CH2:26][C:27](=[O:46])[N:28]5[CH2:31][O:32][C:33](=[O:45])[CH2:34][CH2:35][CH2:36][CH2:37][CH2:38][CH2:39][CH2:40][CH2:41][CH2:42][CH2:43][CH3:44])=[CH:23][CH:22]=4)[CH2:12][CH2:11]3)=[CH:7][CH:8]=[CH:9][C:2]1=2.FC(F)(F)C(O)=O.ClC1C(=O)C(C#N)=C(C#N)C(=O)C=1Cl.C(=O)([O-])[O-].[Na+].[Na+]. The catalyst is C1COCC1.O. The product is [S:1]1[CH:5]=[CH:4][C:3]2[C:6]([N:10]3[CH2:11][CH2:12][N:13]([CH2:16][CH2:17][CH2:18][CH2:19][O:20][C:21]4[CH:30]=[C:29]5[C:24]([CH:25]=[CH:26][C:27](=[O:46])[N:28]5[CH2:31][O:32][C:33](=[O:45])[CH2:34][CH2:35][CH2:36][CH2:37][CH2:38][CH2:39][CH2:40][CH2:41][CH2:42][CH2:43][CH3:44])=[CH:23][CH:22]=4)[CH2:14][CH2:15]3)=[CH:7][CH:8]=[CH:9][C:2]1=2. The yield is 0.334. (6) The reactants are [CH3:1][O:2][C:3](=[O:25])[C@@H:4]([N:9]1[CH2:13][C:12]([O:14][C:15]2[CH:20]=[CH:19][CH:18]=[C:17]([O:21]C)[C:16]=2[F:23])=[CH:11][C:10]1=[O:24])[CH2:5][CH:6]([CH3:8])[CH3:7].B(Br)(Br)Br.Cl. The catalyst is ClCCl. The product is [CH3:1][O:2][C:3](=[O:25])[C@@H:4]([N:9]1[CH2:13][C:12]([O:14][C:15]2[CH:20]=[CH:19][CH:18]=[C:17]([OH:21])[C:16]=2[F:23])=[CH:11][C:10]1=[O:24])[CH2:5][CH:6]([CH3:8])[CH3:7]. The yield is 0.810.